From a dataset of Peptide-MHC class II binding affinity with 134,281 pairs from IEDB. Regression. Given a peptide amino acid sequence and an MHC pseudo amino acid sequence, predict their binding affinity value. This is MHC class II binding data. (1) The peptide sequence is IALLVLAVGPAYSAH. The MHC is HLA-DQA10102-DQB10501 with pseudo-sequence HLA-DQA10102-DQB10501. The binding affinity (normalized) is 0.851. (2) The peptide sequence is MGVSDVPRDEVVAA. The MHC is DRB1_0401 with pseudo-sequence DRB1_0401. The binding affinity (normalized) is 0. (3) The MHC is DRB1_0301 with pseudo-sequence DRB1_0301. The peptide sequence is DEWVAMTKGEGGVWT. The binding affinity (normalized) is 0.0778. (4) The peptide sequence is GELQIVDKIGAAFKI. The MHC is DRB3_0101 with pseudo-sequence DRB3_0101. The binding affinity (normalized) is 0.649.